Dataset: Forward reaction prediction with 1.9M reactions from USPTO patents (1976-2016). Task: Predict the product of the given reaction. (1) Given the reactants [Cl:1][C:2]1[CH:10]=[C:9]2[C:5](/[C:6](=[CH:12]/[C:13]3[CH:18]=[C:17]([Cl:19])[CH:16]=[CH:15][C:14]=3[O:20][CH:21]([CH3:23])[CH3:22])/[C:7](=[O:11])[NH:8]2)=[CH:4][CH:3]=1.[C:24]([O:28][C:29](O[C:29]([O:28][C:24]([CH3:27])([CH3:26])[CH3:25])=[O:30])=[O:30])([CH3:27])([CH3:26])[CH3:25], predict the reaction product. The product is: [C:24]([O:28][C:29]([N:8]1[C:9]2[C:5](=[CH:4][CH:3]=[C:2]([Cl:1])[CH:10]=2)/[C:6](=[CH:12]/[C:13]2[CH:18]=[C:17]([Cl:19])[CH:16]=[CH:15][C:14]=2[O:20][CH:21]([CH3:23])[CH3:22])/[C:7]1=[O:11])=[O:30])([CH3:27])([CH3:26])[CH3:25]. (2) Given the reactants [NH2:1][CH2:2][CH2:3][CH2:4][C:5]1[CH:6]=[N:7][N:8]([CH3:30])[C:9]=1[NH:10][C:11]([C:24]1[CH:29]=[CH:28][CH:27]=[CH:26][CH:25]=1)([C:18]1[CH:23]=[CH:22][CH:21]=[CH:20][CH:19]=1)[C:12]1[CH:17]=[CH:16][CH:15]=[CH:14][CH:13]=1.[C:31](O[C:31]([O:33][C:34]([CH3:37])([CH3:36])[CH3:35])=[O:32])([O:33][C:34]([CH3:37])([CH3:36])[CH3:35])=[O:32], predict the reaction product. The product is: [CH3:30][N:8]1[C:9]([NH:10][C:11]([C:18]2[CH:19]=[CH:20][CH:21]=[CH:22][CH:23]=2)([C:24]2[CH:25]=[CH:26][CH:27]=[CH:28][CH:29]=2)[C:12]2[CH:17]=[CH:16][CH:15]=[CH:14][CH:13]=2)=[C:5]([CH2:4][CH2:3][CH2:2][NH:1][C:31](=[O:32])[O:33][C:34]([CH3:37])([CH3:36])[CH3:35])[CH:6]=[N:7]1. (3) Given the reactants Br[CH2:2][CH2:3][CH2:4][CH2:5][CH2:6][N:7]1[C:11]2[CH:12]=[CH:13][CH:14]=[CH:15][C:10]=2[N:9]([C:16]2[CH:21]=[CH:20][C:19]([F:22])=[CH:18][C:17]=2[F:23])[S:8]1(=[O:25])=[O:24].[NH4+:26], predict the reaction product. The product is: [F:23][C:17]1[CH:18]=[C:19]([F:22])[CH:20]=[CH:21][C:16]=1[N:9]1[C:10]2[CH:15]=[CH:14][CH:13]=[CH:12][C:11]=2[N:7]([CH2:6][CH2:5][CH2:4][CH2:3][CH2:2][NH2:26])[S:8]1(=[O:25])=[O:24]. (4) Given the reactants [C:1]1(=[O:11])[NH:5][C:4](=[O:6])[C:3]2=[CH:7][CH:8]=[CH:9][CH:10]=[C:2]12.[K].CS(O[CH2:18][C@H:19]1[O:24][CH2:23][CH2:22][N:21]([C:25]([O:27][C:28]([CH3:31])([CH3:30])[CH3:29])=[O:26])[CH2:20]1)(=O)=O.O, predict the reaction product. The product is: [O:6]=[C:4]1[C:3]2[C:2](=[CH:10][CH:9]=[CH:8][CH:7]=2)[C:1](=[O:11])[N:5]1[CH2:18][C@H:19]1[O:24][CH2:23][CH2:22][N:21]([C:25]([O:27][C:28]([CH3:29])([CH3:31])[CH3:30])=[O:26])[CH2:20]1. (5) Given the reactants [C:1]([C:3]1[CH:36]=[CH:35][C:6]2[NH:7][C:8]([C:10]([C:23]3[C:31]([O:32][CH3:33])=[CH:30][C:29]([CH3:34])=[C:28]4[C:24]=3[CH:25]=[CH:26][NH:27]4)([O:15][CH:16]([F:22])[C:17]([O:19]CC)=[O:18])[C:11]([F:14])([F:13])[F:12])=[N:9][C:5]=2[CH:4]=1)#[N:2].[Li+].[OH-], predict the reaction product. The product is: [C:1]([C:3]1[CH:36]=[CH:35][C:6]2[NH:7][C:8]([C:10]([C:23]3[C:31]([O:32][CH3:33])=[CH:30][C:29]([CH3:34])=[C:28]4[C:24]=3[CH:25]=[CH:26][NH:27]4)([O:15][CH:16]([F:22])[C:17]([OH:19])=[O:18])[C:11]([F:12])([F:13])[F:14])=[N:9][C:5]=2[CH:4]=1)#[N:2]. (6) Given the reactants C[O:2][C:3](=[O:30])[CH2:4][C:5]1[CH:29]=[CH:28][C:8]([O:9][CH2:10][CH2:11][C@@H:12]2[CH2:14][C@@H:13]2[CH:15]2[CH2:20][CH2:19][N:18]([C:21]([O:23][C:24]3([CH3:27])[CH2:26][CH2:25]3)=[O:22])[CH2:17][CH2:16]2)=[CH:7][CH:6]=1.[OH-].[Li+].Cl, predict the reaction product. The product is: [CH3:27][C:24]1([O:23][C:21]([N:18]2[CH2:19][CH2:20][CH:15]([C@H:13]3[CH2:14][C@H:12]3[CH2:11][CH2:10][O:9][C:8]3[CH:28]=[CH:29][C:5]([CH2:4][C:3]([OH:30])=[O:2])=[CH:6][CH:7]=3)[CH2:16][CH2:17]2)=[O:22])[CH2:25][CH2:26]1.